From a dataset of Forward reaction prediction with 1.9M reactions from USPTO patents (1976-2016). Predict the product of the given reaction. (1) Given the reactants Cl.[NH2:2][NH:3][C:4]([NH2:6])=[O:5].C(N(CC)CC)C.[CH:14]1([C:17](Cl)=O)[CH2:16][CH2:15]1.[OH-].[Na+].Cl, predict the reaction product. The product is: [CH:14]1([C:17]2[NH:6][C:4](=[O:5])[NH:3][N:2]=2)[CH2:16][CH2:15]1. (2) The product is: [CH:34]1([N:24]2[C:23]([N:6]3[CH2:7][C@H:8]([S:10]([C:13]4[CH:18]=[CH:17][CH:16]=[CH:15][C:14]=4[C:19]([F:20])([F:22])[F:21])(=[O:11])=[O:12])[CH2:9][C@H:5]3[C:3]([OH:4])=[O:2])=[CH:27][C:26]([CH:28]3[CH2:29][CH2:30][O:31][CH2:32][CH2:33]3)=[N:25]2)[CH2:37][CH2:36][CH2:35]1. Given the reactants C[O:2][C:3]([C@@H:5]1[CH2:9][C@@H:8]([S:10]([C:13]2[CH:18]=[CH:17][CH:16]=[CH:15][C:14]=2[C:19]([F:22])([F:21])[F:20])(=[O:12])=[O:11])[CH2:7][N:6]1[C:23]1[N:24]([CH:34]2[CH2:37][CH2:36][CH2:35]2)[N:25]=[C:26]([CH:28]2[CH2:33][CH2:32][O:31][CH2:30][CH2:29]2)[CH:27]=1)=[O:4].[OH-].[Li+], predict the reaction product.